From a dataset of Reaction yield outcomes from USPTO patents with 853,638 reactions. Predict the reaction yield, written as a fraction of the theoretical maximum amount of product (1.0 means a 100% yield; for example, 0.34 means a 34% yield). The reactants are C([O-])([O-])=O.[K+].[K+].[NH:7]1[CH2:11][CH2:10][CH2:9][CH2:8]1.Br[CH2:13][CH2:14][C:15](Cl)=[O:16].[NH2:18][C:19]1[CH:24]=[C:23]([Cl:25])[CH:22]=[CH:21][C:20]=1[SH:26]. The catalyst is C1COCC1.O. The product is [NH2:18][C:19]1[CH:24]=[C:23]([Cl:25])[CH:22]=[CH:21][C:20]=1[S:26][CH2:13][CH2:14][C:15]([N:7]1[CH2:11][CH2:10][CH2:9][CH2:8]1)=[O:16]. The yield is 0.460.